This data is from Full USPTO retrosynthesis dataset with 1.9M reactions from patents (1976-2016). The task is: Predict the reactants needed to synthesize the given product. (1) The reactants are: [CH3:1][CH:2]1[CH2:7][NH:6][CH2:5][CH:4]([CH3:8])[NH:3]1.[Cl:9][C:10]1[C:14](Cl)=[N:13][S:12][N:11]=1.O. Given the product [Cl:9][C:10]1[C:14]([N:6]2[CH2:5][CH:4]([CH3:8])[NH:3][CH:2]([CH3:1])[CH2:7]2)=[N:13][S:12][N:11]=1, predict the reactants needed to synthesize it. (2) Given the product [C:1]([O:5][C:6]([N:8]1[CH:13]2[CH2:14][CH2:15][C:10]([CH2:16][CH2:17][N:48]3[CH2:49][CH2:50][C@H:51]([O:52][C:53](=[O:58])[C:54]([CH3:57])([CH3:56])[CH3:55])[C@@H:46]([CH3:45])[CH2:47]3)([CH2:11][CH2:12]2)[O:9]1)=[O:7])([CH3:4])([CH3:3])[CH3:2], predict the reactants needed to synthesize it. The reactants are: [C:1]([O:5][C:6]([N:8]1[C@H:13]2[CH2:14][CH2:15][C@:10]([CH2:16][CH2:17]O)([CH:11]=[CH:12]2)[O:9]1)=[O:7])([CH3:4])([CH3:3])[CH3:2].C(C(C(O)=O)(O)C(C(=O)C1C=CC=CC=1)(O)C(O)=O)(=O)C1C=CC=CC=1.[CH3:45][C@@H:46]1[C@@H:51]([O:52][C:53](=[O:58])[C:54]([CH3:57])([CH3:56])[CH3:55])[CH2:50][CH2:49][NH:48][CH2:47]1.[I-].C(C[P+](C)(C)C)#N.C(N(C(C)C)CC)(C)C.